Dataset: Full USPTO retrosynthesis dataset with 1.9M reactions from patents (1976-2016). Task: Predict the reactants needed to synthesize the given product. (1) Given the product [Cl:1][C:2]1[CH:3]=[C:4]([NH:8][C:9]([N:11]2[CH2:16][CH2:15][C:14]3[NH:17][N:18]=[C:19]([C:20]([N:24]([OH:25])[CH3:23])=[O:21])[C:13]=3[CH2:12]2)=[O:10])[CH:5]=[CH:6][CH:7]=1, predict the reactants needed to synthesize it. The reactants are: [Cl:1][C:2]1[CH:3]=[C:4]([NH:8][C:9]([N:11]2[CH2:16][CH2:15][C:14]3[NH:17][N:18]=[C:19]([C:20](O)=[O:21])[C:13]=3[CH2:12]2)=[O:10])[CH:5]=[CH:6][CH:7]=1.[CH3:23][NH:24][OH:25].CCN(C(C)C)C(C)C.CN(C(ON1N=NC2C=CC=NC1=2)=[N+](C)C)C.F[P-](F)(F)(F)(F)F. (2) Given the product [NH2:1][C:2]1[C:7]([N:15]2[CH2:16][CH2:17][CH:12]([CH2:11][OH:10])[CH2:13][CH2:14]2)=[N:6][C:5]([Br:9])=[CH:4][N:3]=1, predict the reactants needed to synthesize it. The reactants are: [NH2:1][C:2]1[C:7](Br)=[N:6][C:5]([Br:9])=[CH:4][N:3]=1.[OH:10][CH2:11][CH:12]1[CH2:17][CH2:16][NH:15][CH2:14][CH2:13]1. (3) Given the product [N:25]1[CH:26]=[CH:27][CH:28]=[C:23]([CH2:22][CH2:21][C@H:9]2[CH2:10][NH:11][CH2:12][CH2:13][NH:8]2)[CH:24]=1, predict the reactants needed to synthesize it. The reactants are: C([N:8]1[CH2:13][CH2:12][N:11](CC2C=CC=CC=2)[CH2:10][C@@H:9]1[CH2:21][CH2:22][C:23]1[CH:24]=[N:25][CH:26]=[CH:27][CH:28]=1)C1C=CC=CC=1.C([O-])=O.[NH4+]. (4) Given the product [Cl:12][C:13]1[CH:18]=[CH:17][C:16]([S:19][CH2:7][C:6]([C:5]2[CH:10]=[CH:11][C:2]([CH3:1])=[CH:3][CH:4]=2)=[O:9])=[CH:15][CH:14]=1, predict the reactants needed to synthesize it. The reactants are: [CH3:1][C:2]1[CH:11]=[CH:10][C:5]([C:6](=[O:9])[CH2:7]Br)=[CH:4][CH:3]=1.[Cl:12][C:13]1[CH:18]=[CH:17][C:16]([SH:19])=[CH:15][CH:14]=1.C(=O)([O-])[O-].[K+].[K+]. (5) Given the product [O:16]1[C:12]2[CH:11]=[CH:10][C:9]([S:18]([Cl:21])(=[O:20])=[O:19])=[CH:17][C:13]=2[CH:14]=[CH:15]1, predict the reactants needed to synthesize it. The reactants are: C(I)(C)C.II.[Mg].Br[C:9]1[CH:10]=[CH:11][C:12]2[O:16][CH:15]=[CH:14][C:13]=2[CH:17]=1.[S:18](Cl)([Cl:21])(=[O:20])=[O:19]. (6) The reactants are: Cl[CH2:2][C:3]([C:5]1[CH:10]=[CH:9][CH:8]=[CH:7][CH:6]=1)=[O:4].[C:11]([O-])(=[S:13])[CH3:12].[K+]. Given the product [C:11]([CH2:2][C:3]([C:5]1[CH:10]=[CH:9][CH:8]=[CH:7][CH:6]=1)=[O:4])(=[S:13])[CH3:12], predict the reactants needed to synthesize it. (7) Given the product [N+:9]([C:4]1[CH:3]=[C:2]([CH:12]=[CH:13][C:14]2[CH:19]=[CH:18][CH:17]=[CH:16][CH:15]=2)[CH:8]=[CH:7][C:5]=1[NH2:6])([O-:11])=[O:10], predict the reactants needed to synthesize it. The reactants are: I[C:2]1[CH:8]=[CH:7][C:5]([NH2:6])=[C:4]([N+:9]([O-:11])=[O:10])[CH:3]=1.[CH2:12]=[CH:13][C:14]1[CH:19]=[CH:18][CH:17]=[CH:16][CH:15]=1.C(N(CC)C(C)C)(C)C. (8) Given the product [CH2:1]([O:3][C:4]1[CH:9]=[CH:8][C:7]([S:10]([OH:28])(=[O:12])=[O:11])=[CH:6][C:5]=1[C:14]1[NH:19][C:18](=[O:20])[C:17]2=[C:21]([CH3:27])[N:22]=[C:23]([CH2:24][CH2:25][CH3:26])[N:16]2[N:15]=1)[CH3:2], predict the reactants needed to synthesize it. The reactants are: [CH2:1]([O:3][C:4]1[CH:9]=[CH:8][C:7]([S:10](Cl)(=[O:12])=[O:11])=[CH:6][C:5]=1[C:14]1[NH:19][C:18](=[O:20])[C:17]2=[C:21]([CH3:27])[N:22]=[C:23]([CH2:24][CH2:25][CH3:26])[N:16]2[N:15]=1)[CH3:2].[OH2:28].